From a dataset of Reaction yield outcomes from USPTO patents with 853,638 reactions. Predict the reaction yield, written as a fraction of the theoretical maximum amount of product (1.0 means a 100% yield; for example, 0.34 means a 34% yield). (1) The reactants are [Si:1]([O:8][CH2:9][CH2:10][N:11]1[CH:15]=[C:14]([N+:16]([O-])=O)[CH:13]=[N:12]1)([C:4]([CH3:7])([CH3:6])[CH3:5])([CH3:3])[CH3:2]. The catalyst is C(O)C. The product is [Si:1]([O:8][CH2:9][CH2:10][N:11]1[CH:15]=[C:14]([NH2:16])[CH:13]=[N:12]1)([C:4]([CH3:7])([CH3:5])[CH3:6])([CH3:3])[CH3:2]. The yield is 1.00. (2) The reactants are Br[C:2]1[N:7]=[C:6]([C:8]([OH:10])=[O:9])[CH:5]=[CH:4][C:3]=1[F:11].[F:12][C:13]1[CH:14]=[C:15](B(O)O)[CH:16]=[CH:17][C:18]=1[F:19]. The catalyst is C1C=CC(P(C2C=CC=CC=2)[C-]2C=CC=C2)=CC=1.C1C=CC(P(C2C=CC=CC=2)[C-]2C=CC=C2)=CC=1.Cl[Pd]Cl.[Fe+2].C(Cl)Cl. The product is [F:12][C:13]1[CH:14]=[C:15]([C:2]2[N:7]=[C:6]([C:8]([OH:10])=[O:9])[CH:5]=[CH:4][C:3]=2[F:11])[CH:16]=[CH:17][C:18]=1[F:19]. The yield is 0.700. (3) The reactants are [CH3:1][O:2][C:3]1[CH:18]=[CH:17][C:6]2[CH:7]3[C:14]4([CH2:15][CH2:16][C:5]=2[CH:4]=1)[CH:10]([CH2:11][NH:12][CH2:13]4)[CH2:9][CH2:8]3.[CH3:19]O.[OH-].[NH4+]. The catalyst is ClCCl. The product is [CH3:1][O:2][C:3]1[CH:18]=[CH:17][C:6]2[CH:7]3[C:14]4([CH2:15][CH2:16][C:5]=2[CH:4]=1)[CH:10]([CH2:11][N:12]([CH3:19])[CH2:13]4)[CH2:9][CH2:8]3. The yield is 0.885. (4) The reactants are [C:1]([C:3]1[N:8]=[C:7]([C:9]([O:11][C:12]([CH3:15])([CH3:14])[CH3:13])=[O:10])[CH:6]=[CH:5][CH:4]=1)#[N:2].[CH3:16][C:17]1[CH:25]=[CH:24][CH:23]=[C:19]([C:20](O)=[O:21])[C:18]=1[SH:26]. The catalyst is N1C=CC=CC=1. The product is [CH3:16][C:17]1[C:18]2[S:26][C:1]([C:3]3[N:8]=[C:7]([C:9]([O:11][C:12]([CH3:15])([CH3:14])[CH3:13])=[O:10])[CH:6]=[CH:5][CH:4]=3)=[N:2][C:20](=[O:21])[C:19]=2[CH:23]=[CH:24][CH:25]=1. The yield is 0.560. (5) The reactants are [OH:1][C:2]1[CH:7]=[CH:6][C:5]([N:8]2[C:13](=[O:14])[C:12]([CH2:15][C:16]3[CH:21]=[CH:20][C:19]([C:22]4[C:23]([C:28]#[N:29])=[CH:24][CH:25]=[CH:26][CH:27]=4)=[CH:18][CH:17]=3)=[C:11]([CH2:30][CH2:31][CH3:32])[N:10]=[C:9]2[CH3:33])=[CH:4][CH:3]=1.[Si]([O:41][CH:42]1[CH2:47][CH2:46][CH:45](O)[CH2:44][C:43]1([CH3:50])[CH3:49])(C(C)(C)C)(C)C.C1(P(C2C=CC=CC=2)C2C=CC=CC=2)C=CC=CC=1.[N:71]([C:72]([O:74]C(C)C)=[O:73])=[N:71][C:72]([O:74]C(C)C)=[O:73]. The catalyst is O1CCCC1.O.C(OCC)(=O)C. The product is [OH:41][CH:42]1[CH2:47][CH2:46][CH:45]([O:1][C:2]2[CH:3]=[CH:4][C:5]([N:8]3[C:13](=[O:14])[C:12]([CH2:15][C:16]4[CH:21]=[CH:20][C:19]([C:22]5[CH:27]=[CH:26][CH:25]=[CH:24][C:23]=5[C:28]5[NH:71][C:72](=[O:73])[O:74][N:29]=5)=[CH:18][CH:17]=4)=[C:11]([CH2:30][CH2:31][CH3:32])[N:10]=[C:9]3[CH3:33])=[CH:6][CH:7]=2)[CH2:44][C:43]1([CH3:49])[CH3:50]. The yield is 0.460. (6) The reactants are C(C(C(O)CN(S(C1C=CC(OC)=CC=1)(=O)=O)[CH2:15][C:16]([CH3:29])([CH3:28])[CH2:17][CH2:18][CH2:19][NH:20][C:21](=[O:27])[NH:22][CH2:23][C:24]([O-])=[O:25])NC=O)C1C=CC=CC=1.[O:42]1[C@@H:46]2[O:47][CH2:48][CH2:49][C@@H:45]2[C@H:44]([O:50][C:51](=[O:93])[NH:52][C@@H:53]([CH2:86][C:87]2[CH:92]=[CH:91][CH:90]=[CH:89][CH:88]=2)[C@H:54]([OH:85])[CH2:55][N:56]([S:74]([C:77]2[CH:82]=[CH:81][C:80]([O:83][CH3:84])=[CH:79][CH:78]=2)(=[O:76])=[O:75])CC(C)(C)CCCNC(=O)NCC(OCC)=O)[CH2:43]1.[NH3:94]. The catalyst is CO. The product is [NH2:94][C:24](=[O:25])[CH2:23][NH:22][C:21]([NH:20][CH2:19][CH2:18][CH2:17][C:16]([CH3:29])([CH3:28])[CH2:15][CH:55]([NH:56][S:74]([C:77]1[CH:82]=[CH:81][C:80]([O:83][CH3:84])=[CH:79][CH:78]=1)(=[O:76])=[O:75])[C@H:54]([OH:85])[C@@H:53]([NH:52][C:51](=[O:93])[O:50][C@H:44]1[C@@H:45]2[C@@H:46]([O:47][CH2:48][CH2:49]2)[O:42][CH2:43]1)[CH2:86][C:87]1[CH:88]=[CH:89][CH:90]=[CH:91][CH:92]=1)=[O:27]. The yield is 0.430.